This data is from Forward reaction prediction with 1.9M reactions from USPTO patents (1976-2016). The task is: Predict the product of the given reaction. Given the reactants [CH3:1][C:2]1([CH3:12])[O:6][C@H:5]2[CH2:7][CH2:8][CH2:9][C@H:10]([NH2:11])[C@H:4]2[O:3]1.[CH3:13][C:14]1([CH3:39])[CH2:23][CH2:22][C:21]([CH3:25])([CH3:24])[C:20]2[CH:19]=[C:18]([C:26]3[N:31]=[C:30]([N:32]4[CH2:37][CH2:36][C:35](=O)[CH2:34][CH2:33]4)[CH:29]=[CH:28][CH:27]=3)[CH:17]=[CH:16][C:15]1=2, predict the reaction product. The product is: [CH3:1][C:2]1([CH3:12])[O:6][C@H:5]2[CH2:7][CH2:8][CH2:9][C@H:10]([NH:11][CH:35]3[CH2:34][CH2:33][N:32]([C:30]4[CH:29]=[CH:28][CH:27]=[C:26]([C:18]5[CH:17]=[CH:16][C:15]6[C:14]([CH3:39])([CH3:13])[CH2:23][CH2:22][C:21]([CH3:25])([CH3:24])[C:20]=6[CH:19]=5)[N:31]=4)[CH2:37][CH2:36]3)[C@H:4]2[O:3]1.